Dataset: Reaction yield outcomes from USPTO patents with 853,638 reactions. Task: Predict the reaction yield, written as a fraction of the theoretical maximum amount of product (1.0 means a 100% yield; for example, 0.34 means a 34% yield). (1) The reactants are CN[C@@H:3]1[CH2:7][CH2:6][C@H:5]([OH:8])[CH2:4]1.[C:9]([O:13][C:14]([O:16]C(OC(C)(C)C)=O)=O)([CH3:12])([CH3:11])[CH3:10].[CH2:24]([N:26](CC)CC)C. The catalyst is C(Cl)Cl. The product is [OH:8][C@@H:5]1[CH2:6][CH2:7][C@H:3]([CH2:24][NH:26][C:14](=[O:16])[O:13][C:9]([CH3:12])([CH3:11])[CH3:10])[CH2:4]1. The yield is 0.520. (2) The reactants are [Br:1][C:2]1[CH:3]=[C:4]2[C:8](=[CH:9][CH:10]=1)[CH:7](Cl)[CH2:6][CH2:5]2.[OH:12][C:13]1[CH:18]=[CH:17][C:16]([CH:19]([N:25]2[CH:29]=[CH:28][CH:27]=[N:26]2)[CH2:20][C:21]([O:23][CH3:24])=[O:22])=[CH:15][CH:14]=1. No catalyst specified. The product is [Br:1][C:2]1[CH:3]=[C:4]2[C:8](=[CH:9][CH:10]=1)[CH:7]([O:12][C:13]1[CH:18]=[CH:17][C:16]([CH:19]([N:25]3[CH:29]=[CH:28][CH:27]=[N:26]3)[CH2:20][C:21]([O:23][CH3:24])=[O:22])=[CH:15][CH:14]=1)[CH2:6][CH2:5]2. The yield is 0.300. (3) The reactants are [C:1]([C:3]1[CH:8]=[CH:7][C:6]([NH:9][C:10](=[O:16])[O:11][C:12]([CH3:15])([CH3:14])[CH3:13])=[CH:5][CH:4]=1)#[CH:2].Br[C:18]1[CH:19]=[N:20][CH:21]=[C:22]([CH:35]=1)[C:23]([N:25]=[S:26]([CH3:34])(=[O:33])[C:27]1[CH:32]=[CH:31][CH:30]=[CH:29][CH:28]=1)=[O:24]. No catalyst specified. The product is [CH3:34][S@:26](=[N:25][C:23]([C:22]1[CH:35]=[C:18]([C:2]#[C:1][C:3]2[CH:4]=[CH:5][C:6]([NH:9][C:10](=[O:16])[O:11][C:12]([CH3:13])([CH3:15])[CH3:14])=[CH:7][CH:8]=2)[CH:19]=[N:20][CH:21]=1)=[O:24])(=[O:33])[C:27]1[CH:28]=[CH:29][CH:30]=[CH:31][CH:32]=1. The yield is 0.450.